Dataset: NCI-60 drug combinations with 297,098 pairs across 59 cell lines. Task: Regression. Given two drug SMILES strings and cell line genomic features, predict the synergy score measuring deviation from expected non-interaction effect. (1) Drug 1: C1=CC=C(C(=C1)C(C2=CC=C(C=C2)Cl)C(Cl)Cl)Cl. Drug 2: CS(=O)(=O)OCCCCOS(=O)(=O)C. Cell line: SNB-75. Synergy scores: CSS=-3.32, Synergy_ZIP=0.869, Synergy_Bliss=-1.16, Synergy_Loewe=0.0400, Synergy_HSA=-2.80. (2) Drug 1: CCC1=C2CN3C(=CC4=C(C3=O)COC(=O)C4(CC)O)C2=NC5=C1C=C(C=C5)O. Drug 2: CC12CCC3C(C1CCC2OP(=O)(O)O)CCC4=C3C=CC(=C4)OC(=O)N(CCCl)CCCl.[Na+]. Cell line: SF-539. Synergy scores: CSS=41.7, Synergy_ZIP=-0.741, Synergy_Bliss=-1.85, Synergy_Loewe=-23.3, Synergy_HSA=-0.871. (3) Drug 1: C1=NC2=C(N1)C(=S)N=C(N2)N. Drug 2: C1CN(CCN1C(=O)CCBr)C(=O)CCBr. Cell line: SNB-19. Synergy scores: CSS=12.1, Synergy_ZIP=-6.67, Synergy_Bliss=-1.38, Synergy_Loewe=-4.14, Synergy_HSA=-1.30. (4) Drug 1: CC12CCC(CC1=CCC3C2CCC4(C3CC=C4C5=CN=CC=C5)C)O. Drug 2: CN(CCCl)CCCl.Cl. Cell line: MDA-MB-231. Synergy scores: CSS=10.5, Synergy_ZIP=-3.09, Synergy_Bliss=-2.40, Synergy_Loewe=-6.36, Synergy_HSA=-3.86. (5) Cell line: NCI-H226. Drug 1: CC1C(C(CC(O1)OC2CC(CC3=C2C(=C4C(=C3O)C(=O)C5=C(C4=O)C(=CC=C5)OC)O)(C(=O)C)O)N)O.Cl. Drug 2: CCCS(=O)(=O)NC1=C(C(=C(C=C1)F)C(=O)C2=CNC3=C2C=C(C=N3)C4=CC=C(C=C4)Cl)F. Synergy scores: CSS=19.5, Synergy_ZIP=0.181, Synergy_Bliss=5.46, Synergy_Loewe=-4.91, Synergy_HSA=3.18. (6) Drug 1: CCC1=CC2CC(C3=C(CN(C2)C1)C4=CC=CC=C4N3)(C5=C(C=C6C(=C5)C78CCN9C7C(C=CC9)(C(C(C8N6C)(C(=O)OC)O)OC(=O)C)CC)OC)C(=O)OC.C(C(C(=O)O)O)(C(=O)O)O. Drug 2: C1=C(C(=O)NC(=O)N1)F. Cell line: ACHN. Synergy scores: CSS=59.0, Synergy_ZIP=2.97, Synergy_Bliss=2.21, Synergy_Loewe=6.93, Synergy_HSA=7.65. (7) Drug 1: CC1C(C(CC(O1)OC2CC(CC3=C2C(=C4C(=C3O)C(=O)C5=C(C4=O)C(=CC=C5)OC)O)(C(=O)CO)O)N)O.Cl. Drug 2: COCCOC1=C(C=C2C(=C1)C(=NC=N2)NC3=CC=CC(=C3)C#C)OCCOC.Cl. Cell line: HT29. Synergy scores: CSS=-1.96, Synergy_ZIP=1.07, Synergy_Bliss=1.95, Synergy_Loewe=-1.50, Synergy_HSA=-0.693. (8) Drug 1: CC1=C(C(CCC1)(C)C)C=CC(=CC=CC(=CC(=O)O)C)C. Cell line: A549. Drug 2: CC1=C2C(C(=O)C3(C(CC4C(C3C(C(C2(C)C)(CC1OC(=O)C(C(C5=CC=CC=C5)NC(=O)OC(C)(C)C)O)O)OC(=O)C6=CC=CC=C6)(CO4)OC(=O)C)O)C)O. Synergy scores: CSS=12.2, Synergy_ZIP=8.90, Synergy_Bliss=12.1, Synergy_Loewe=10.9, Synergy_HSA=11.1. (9) Drug 1: CCC1=C2CN3C(=CC4=C(C3=O)COC(=O)C4(CC)O)C2=NC5=C1C=C(C=C5)O. Synergy scores: CSS=39.6, Synergy_ZIP=-3.72, Synergy_Bliss=-3.02, Synergy_Loewe=-44.3, Synergy_HSA=-1.83. Cell line: 786-0. Drug 2: C1CN(CCN1C(=O)CCBr)C(=O)CCBr.